This data is from Full USPTO retrosynthesis dataset with 1.9M reactions from patents (1976-2016). The task is: Predict the reactants needed to synthesize the given product. (1) Given the product [C:44]([O:43][C:41](=[O:42])[CH2:40][N:22]1[C:23]2[C:19](=[CH:18][C:17]([F:16])=[CH:25][CH:24]=2)[C:20]([C:27]2[C:32]3[CH:33]=[CH:34][CH:35]=[CH:36][C:31]=3[S:30](=[O:37])(=[O:38])[N:29]([CH2:5][C:4]3[CH:7]=[CH:8][CH:9]=[C:2]([Cl:1])[CH:3]=3)[N:28]=2)=[C:21]1[CH3:26])([CH3:47])([CH3:46])[CH3:45], predict the reactants needed to synthesize it. The reactants are: [Cl:1][C:2]1[CH:3]=[C:4]([CH:7]=[CH:8][CH:9]=1)[CH2:5]Cl.C([O-])([O-])=O.[K+].[K+].[F:16][C:17]1[CH:18]=[C:19]2[C:23](=[CH:24][CH:25]=1)[NH:22][C:21]([CH3:26])=[C:20]2[C:27]1[C:32]2[CH:33]=[CH:34][CH:35]=[CH:36][C:31]=2[S:30](=[O:38])(=[O:37])[NH:29][N:28]=1.Br[CH2:40][C:41]([O:43][C:44]([CH3:47])([CH3:46])[CH3:45])=[O:42]. (2) Given the product [OH:10][C:11]([CH3:43])([CH3:44])[CH2:12][C@@:13]1([C:37]2[CH:42]=[CH:41][CH:40]=[CH:39][CH:38]=2)[O:18][C:17](=[O:19])[N:16]([C@H:20]([C:22]2[CH:23]=[CH:24][C:25]([C:2]3[CH:7]=[CH:6][N:5]([CH3:8])[C:4](=[O:9])[CH:3]=3)=[CH:26][CH:27]=2)[CH3:21])[CH2:15][CH2:14]1, predict the reactants needed to synthesize it. The reactants are: I[C:2]1[CH:7]=[CH:6][N:5]([CH3:8])[C:4](=[O:9])[CH:3]=1.[OH:10][C:11]([CH3:44])([CH3:43])[CH2:12][C@@:13]1([C:37]2[CH:42]=[CH:41][CH:40]=[CH:39][CH:38]=2)[O:18][C:17](=[O:19])[N:16]([C@H:20]([C:22]2[CH:27]=[CH:26][C:25](B3OC(C)(C)C(C)(C)O3)=[CH:24][CH:23]=2)[CH3:21])[CH2:15][CH2:14]1.C([O-])([O-])=O.[Cs+].[Cs+]. (3) Given the product [C:27]([C:31]1[CH:32]=[C:33]2[C:38](=[CH:39][CH:40]=1)[C:37](=[O:41])[N:36]([C:42]1[CH:52]=[CH:51][CH:50]=[C:49]([C:2]3[CH:3]=[C:4]([NH:10][C:11]4[N:16]=[CH:15][C:14]([CH:17]5[CH2:22][CH2:21][N:20]([CH:23]6[CH2:26][O:25][CH2:24]6)[CH2:19][CH2:18]5)=[CH:13][CH:12]=4)[C:5](=[O:9])[N:6]([CH3:8])[N:7]=3)[C:43]=1[CH2:44][OH:45])[N:35]=[CH:34]2)([CH3:30])([CH3:28])[CH3:29], predict the reactants needed to synthesize it. The reactants are: Cl[C:2]1[CH:3]=[C:4]([NH:10][C:11]2[N:16]=[CH:15][C:14]([CH:17]3[CH2:22][CH2:21][N:20]([CH:23]4[CH2:26][O:25][CH2:24]4)[CH2:19][CH2:18]3)=[CH:13][CH:12]=2)[C:5](=[O:9])[N:6]([CH3:8])[N:7]=1.[C:27]([C:31]1[CH:32]=[C:33]2[C:38](=[CH:39][CH:40]=1)[C:37](=[O:41])[N:36]([C:42]1[CH:52]=[CH:51][CH:50]=[C:49](B3OC(C)(C)C(C)(C)O3)[C:43]=1[CH2:44][O:45]C(=O)C)[N:35]=[CH:34]2)([CH3:30])([CH3:29])[CH3:28].[O-]P([O-])([O-])=O.[K+].[K+].[K+].CC(C1C=C(C(C)C)C(C2C=CC=CC=2P(C2CCCCC2)C2CCCCC2)=C(C(C)C)C=1)C.C([O-])(=O)C.[OH-].[Na+]. (4) The reactants are: [OH:1][C@H:2]1[CH2:7][CH2:6][N:5]([C:8]([O:10][C:11]([CH3:14])([CH3:13])[CH3:12])=[O:9])[CH2:4][C@H:3]1[C:15]1[CH:20]=[CH:19][CH:18]=[CH:17][CH:16]=1.[F:21][C:22]([F:37])([F:36])[C:23]1[CH:24]=[C:25]([CH:29]=[C:30]([C:32]([F:35])([F:34])[F:33])[CH:31]=1)[C:26](Cl)=[O:27].O. Given the product [F:21][C:22]([F:36])([F:37])[C:23]1[CH:24]=[C:25]([CH:29]=[C:30]([C:32]([F:35])([F:33])[F:34])[CH:31]=1)[C:26]([O:1][C@H:2]1[CH2:7][CH2:6][N:5]([C:8]([O:10][C:11]([CH3:14])([CH3:13])[CH3:12])=[O:9])[CH2:4][C@H:3]1[C:15]1[CH:16]=[CH:17][CH:18]=[CH:19][CH:20]=1)=[O:27], predict the reactants needed to synthesize it. (5) Given the product [CH2:7]([O:9][C:10]([N:12]1[CH2:17][CH2:16][N:15]([C:18](=[O:45])[C@@H:19]([NH:29][C:30]([C:32]2[CH:37]=[C:36]([S:4][CH2:1][CH2:2][CH3:3])[N:35]=[C:34]([C:39]3[CH:44]=[CH:43][CH:42]=[CH:41][CH:40]=3)[N:33]=2)=[O:31])[CH2:20][CH2:21][C:22]([O:24][C:25]([CH3:28])([CH3:27])[CH3:26])=[O:23])[CH2:14][CH2:13]1)=[O:11])[CH3:8], predict the reactants needed to synthesize it. The reactants are: [CH2:1]([SH:4])[CH2:2][CH3:3].[H-].[Na+].[CH2:7]([O:9][C:10]([N:12]1[CH2:17][CH2:16][N:15]([C:18](=[O:45])[C@@H:19]([NH:29][C:30]([C:32]2[CH:37]=[C:36](Cl)[N:35]=[C:34]([C:39]3[CH:44]=[CH:43][CH:42]=[CH:41][CH:40]=3)[N:33]=2)=[O:31])[CH2:20][CH2:21][C:22]([O:24][C:25]([CH3:28])([CH3:27])[CH3:26])=[O:23])[CH2:14][CH2:13]1)=[O:11])[CH3:8].C([O-])(O)=O.[Na+]. (6) Given the product [CH3:24][O:23][C:18]1[CH:19]=[CH:20][CH:21]=[CH:22][C:17]=1[C:13]1[CH:14]=[CH:15][CH:16]=[C:11]([N:9]2[CH:10]=[C:6]([C:4]([C:27]3[N:32]=[CH:31][CH:30]=[CH:29][N:28]=3)=[O:5])[N:7]=[CH:8]2)[CH:12]=1, predict the reactants needed to synthesize it. The reactants are: CON(C)[C:4]([C:6]1[N:7]=[CH:8][N:9]([C:11]2[CH:12]=[C:13]([C:17]3[CH:22]=[CH:21][CH:20]=[CH:19][C:18]=3[O:23][CH3:24])[CH:14]=[CH:15][CH:16]=2)[CH:10]=1)=[O:5].Br[C:27]1[N:32]=[CH:31][CH:30]=[CH:29][N:28]=1. (7) Given the product [Cl:1][C:2]1[CH:3]=[CH:4][C:5]([CH:8]([C:38]2[CH:39]=[CH:40][C:41]([Cl:44])=[CH:42][CH:43]=2)[C:9]2[CH:10]=[C:11]3[C:16](=[CH:17][CH:18]=2)[N:15]=[CH:14][N:13]=[C:12]3[NH:19][CH:20]2[CH2:25][CH2:24][N:23]([S:26]([C:29]3[S:33][C:32]([C:34]([OH:36])=[O:35])=[CH:31][CH:30]=3)(=[O:28])=[O:27])[CH2:22][CH2:21]2)=[CH:6][CH:7]=1, predict the reactants needed to synthesize it. The reactants are: [Cl:1][C:2]1[CH:7]=[CH:6][C:5]([CH:8]([C:38]2[CH:43]=[CH:42][C:41]([Cl:44])=[CH:40][CH:39]=2)[C:9]2[CH:10]=[C:11]3[C:16](=[CH:17][CH:18]=2)[N:15]=[CH:14][N:13]=[C:12]3[NH:19][CH:20]2[CH2:25][CH2:24][N:23]([S:26]([C:29]3[S:33][C:32]([C:34]([O:36]C)=[O:35])=[CH:31][CH:30]=3)(=[O:28])=[O:27])[CH2:22][CH2:21]2)=[CH:4][CH:3]=1.[OH-].[Na+].Cl.